Dataset: Full USPTO retrosynthesis dataset with 1.9M reactions from patents (1976-2016). Task: Predict the reactants needed to synthesize the given product. (1) Given the product [Cl:29][C:30]1[C:31]([CH3:40])=[CH:32][C:33]([NH:19][CH:16]2[CH2:15][CH2:14][N:13]([C@H:10]3[CH2:9][CH2:8][C@@H:7]([O:6][CH2:3][CH2:4][CH3:5])[CH2:12][CH2:11]3)[CH2:18][CH2:17]2)=[C:34]([N+:36]([O-:38])=[O:37])[CH:35]=1, predict the reactants needed to synthesize it. The reactants are: Cl.Cl.[CH2:3]([O:6][C@H:7]1[CH2:12][CH2:11][C@H:10]([N:13]2[CH2:18][CH2:17][CH:16]([NH2:19])[CH2:15][CH2:14]2)[CH2:9][CH2:8]1)[CH2:4][CH3:5].C(N(C(C)C)CC)(C)C.[Cl:29][C:30]1[CH:35]=[C:34]([N+:36]([O-:38])=[O:37])[C:33](F)=[CH:32][C:31]=1[CH3:40]. (2) Given the product [C:1]1([NH:7][C:8]2[CH:16]=[CH:15][C:11]([C:12]([NH:24][CH:22]3[CH2:23][C:18]([CH3:27])([CH3:17])[NH:19][C:20]([CH3:26])([CH3:25])[CH2:21]3)=[O:14])=[CH:10][N:9]=2)[CH:2]=[CH:3][CH:4]=[CH:5][CH:6]=1, predict the reactants needed to synthesize it. The reactants are: [C:1]1([NH:7][C:8]2[CH:16]=[CH:15][C:11]([C:12]([OH:14])=O)=[CH:10][N:9]=2)[CH:6]=[CH:5][CH:4]=[CH:3][CH:2]=1.[CH3:17][C:18]1([CH3:27])[CH2:23][CH:22]([NH2:24])[CH2:21][C:20]([CH3:26])([CH3:25])[NH:19]1.CN(C(ON1N=NC2C=CC=NC1=2)=[N+](C)C)C.F[P-](F)(F)(F)(F)F.C(N(C(C)C)C(C)C)C. (3) Given the product [CH3:22][O:21][C:4]1[CH:3]=[C:2]([C:73]2[CH:72]=[CH:71][CH:70]=[C:69]([C:68]([F:79])([F:78])[F:67])[CH:74]=2)[CH:7]=[CH:6][C:5]=1[C:8]([N:10]1[CH2:15][CH2:14][CH:13]([N:16]2[CH2:20][CH2:19][CH2:18][CH2:17]2)[CH2:12][CH2:11]1)=[O:9], predict the reactants needed to synthesize it. The reactants are: Br[C:2]1[CH:7]=[CH:6][C:5]([C:8]([N:10]2[CH2:15][CH2:14][CH:13]([N:16]3[CH2:20][CH2:19][CH2:18][CH2:17]3)[CH2:12][CH2:11]2)=[O:9])=[C:4]([O:21][CH3:22])[CH:3]=1.BrC1C=CC(C(O)=O)=C(OC)C=1.N1(C2CCNCC2)CCCC1.BrC1C(C)=C(C(N2CCC(N3CCCC3)CC2)=O)C=CC=1.[F:67][C:68]([F:79])([F:78])[C:69]1[CH:70]=[C:71](B(O)O)[CH:72]=[CH:73][CH:74]=1.P([O-])([O-])([O-])=O.[K+].[K+].[K+]. (4) The reactants are: [CH2:1]([CH:4]1[N:8]([CH3:9])[C:7](=[O:10])[N:6]([C:11]2[CH:16]=[C:15]([C:17]([F:20])([F:19])[F:18])[CH:14]=[CH:13][N:12]=2)[C:5]1=[O:21])[CH:2]=[CH2:3].CC(C)=O.C(=O)=O.[BH4-].[Na+]. Given the product [CH2:1]([CH:4]1[N:8]([CH3:9])[C:7](=[O:10])[N:6]([C:11]2[CH:16]=[C:15]([C:17]([F:20])([F:18])[F:19])[CH:14]=[CH:13][N:12]=2)[CH:5]1[OH:21])[CH:2]=[CH2:3], predict the reactants needed to synthesize it.